This data is from Full USPTO retrosynthesis dataset with 1.9M reactions from patents (1976-2016). The task is: Predict the reactants needed to synthesize the given product. Given the product [CH3:1][C:2]1[CH:12]=[CH:11][C:10]([N+:13]([O-:15])=[O:14])=[CH:9][C:3]=1[C:4]([Cl:31])=[O:5], predict the reactants needed to synthesize it. The reactants are: [CH3:1][C:2]1[CH:12]=[CH:11][C:10]([N+:13]([O-:15])=[O:14])=[CH:9][C:3]=1[C:4](N(C)C)=[O:5].CC1C=CC([N+]([O-])=O)=CC=1C(O)=O.S(Cl)([Cl:31])=O.